Dataset: Reaction yield outcomes from USPTO patents with 853,638 reactions. Task: Predict the reaction yield, written as a fraction of the theoretical maximum amount of product (1.0 means a 100% yield; for example, 0.34 means a 34% yield). (1) The reactants are [C:1]1([CH2:7][O:8][C:9]([NH:11][CH2:12][C:13]2[CH:21]=[CH:20][C:16]([C:17]([OH:19])=O)=[CH:15][CH:14]=2)=[O:10])[CH:6]=[CH:5][CH:4]=[CH:3][CH:2]=1.C1C=C[C:25]2[N:30]([OH:31])N=NC=2C=1.[CH3:32]CN(C(C)C)C(C)C.C(Cl)CCl.Cl.COCN. The catalyst is CN(C=O)C. The product is [CH3:32][O:31][N:30]([CH3:25])[C:17]([C:16]1[CH:15]=[CH:14][C:13]([CH2:12][NH:11][C:9]([O:8][CH2:7][C:1]2[CH:2]=[CH:3][CH:4]=[CH:5][CH:6]=2)=[O:10])=[CH:21][CH:20]=1)=[O:19]. The yield is 0.859. (2) The reactants are [Cl:1][C:2]1[N:10]=[C:9]2[C:5]([N:6]=[CH:7][N:8]2[CH2:11][CH2:12][CH3:13])=[C:4](Cl)[N:3]=1.[CH2:15]([NH2:23])[CH2:16][C:17]1[CH:22]=[CH:21][CH:20]=[CH:19][CH:18]=1.C(N(CC)CC)C. The catalyst is CCCCO. The product is [Cl:1][C:2]1[N:10]=[C:9]2[C:5]([N:6]=[CH:7][N:8]2[CH2:11][CH2:12][CH3:13])=[C:4]([NH:23][CH2:15][CH2:16][C:17]2[CH:22]=[CH:21][CH:20]=[CH:19][CH:18]=2)[N:3]=1. The yield is 0.850. (3) The reactants are Cl.[F:2][C@@:3]12[C@:16]3([CH3:17])[C:11](=[CH:12][C:13](=[O:18])[CH:14]=[CH:15]3)[C@@H:10]([F:19])[CH2:9][C@H:8]1[C@@H:7]1[CH2:20][C@@H:21]3[C@:25]([C:26](=[O:32])[CH2:27][O:28][C:29](=[O:31])[CH3:30])([C@@:6]1([CH3:33])[CH2:5][C@@H:4]2[OH:34])[CH2:24][NH:23][CH2:22]3.[N:35]1[C:44]2[C:39](=[CH:40][CH:41]=[CH:42][CH:43]=2)[CH:38]=[CH:37][C:36]=1[CH:45]=O.C(N(CC)CC)C.C(O)=O. The catalyst is C(#N)C. The product is [F:2][C@@:3]12[C@:16]3([CH3:17])[C:11](=[CH:12][C:13](=[O:18])[CH:14]=[CH:15]3)[C@@H:10]([F:19])[CH2:9][C@H:8]1[C@@H:7]1[CH2:20][C@@H:21]3[C@:25]([C:26](=[O:32])[CH2:27][O:28][C:29](=[O:31])[CH3:30])([C@@:6]1([CH3:33])[CH2:5][C@@H:4]2[OH:34])[CH2:24][N:23]([CH2:45][C:36]1[CH:37]=[CH:38][C:39]2[C:44](=[CH:43][CH:42]=[CH:41][CH:40]=2)[N:35]=1)[CH2:22]3. The yield is 0.546. (4) The reactants are [Cl:1][C:2]1[C:6]([NH:7][C:8](=[O:10])[CH3:9])=[CH:5][NH:4][N:3]=1.I[C:12]1[CH:13]=[N:14][CH:15]=[CH:16][CH:17]=1.P([O-])([O-])([O-])=O.[K+].[K+].[K+].CNCCNC. The catalyst is [Cu](Cl)Cl.C(OCC)(=O)C.C(#N)C. The product is [Cl:1][C:2]1[C:6]([NH:7][C:8](=[O:10])[CH3:9])=[CH:5][N:4]([C:12]2[CH:13]=[N:14][CH:15]=[CH:16][CH:17]=2)[N:3]=1. The yield is 0.650. (5) The reactants are [NH2:1][C:2]1[N:7]=[CH:6][N:5]=[C:4]2[N:8]([CH2:20][C:21]3[O:22][C:23]4[C:28]([C:29](=[O:38])[C:30]=3[C:31]3[CH:36]=[CH:35][CH:34]=[C:33]([F:37])[CH:32]=3)=[CH:27][CH:26]=[CH:25][CH:24]=4)[N:9]=[C:10]([C:11]3[CH:16]=[C:15]([O:17]C)[CH:14]=[C:13]([F:19])[CH:12]=3)[C:3]=12. The catalyst is ClCCl.B(Br)(Br)Br. The product is [NH2:1][C:2]1[N:7]=[CH:6][N:5]=[C:4]2[N:8]([CH2:20][C:21]3[O:22][C:23]4[C:28]([C:29](=[O:38])[C:30]=3[C:31]3[CH:36]=[CH:35][CH:34]=[C:33]([F:37])[CH:32]=3)=[CH:27][CH:26]=[CH:25][CH:24]=4)[N:9]=[C:10]([C:11]3[CH:16]=[C:15]([OH:17])[CH:14]=[C:13]([F:19])[CH:12]=3)[C:3]=12. The yield is 0.450. (6) The reactants are [CH:1]([C:3]1[CH:11]=[CH:10][C:6]([C:7]([OH:9])=O)=[CH:5][C:4]=1[OH:12])=[O:2].[CH3:13][N:14]1[CH2:19][CH2:18][NH:17][CH2:16][CH2:15]1.C(N(CC)CC)C.F[P-](F)(F)(F)(F)F.N1(O[P+](N2CCCC2)(N2CCCC2)N2CCCC2)C2C=CC=CC=2N=N1. The catalyst is C(Cl)Cl. The product is [OH:12][C:4]1[CH:5]=[C:6]([C:7]([N:17]2[CH2:18][CH2:19][N:14]([CH3:13])[CH2:15][CH2:16]2)=[O:9])[CH:10]=[CH:11][C:3]=1[CH:1]=[O:2]. The yield is 1.00. (7) The reactants are [OH:1][CH2:2][C:3]([CH3:18])([CH3:17])[CH2:4][O:5][C:6]1[CH:13]=[CH:12][CH:11]=[C:10]([N+:14]([O-:16])=[O:15])[C:7]=1[C:8]#[N:9].[C:19](Cl)(=[O:21])[CH3:20]. No catalyst specified. The product is [C:19]([O:1][CH2:2][C:3]([CH3:18])([CH3:17])[CH2:4][O:5][C:6]1[CH:13]=[CH:12][CH:11]=[C:10]([N+:14]([O-:16])=[O:15])[C:7]=1[C:8]#[N:9])(=[O:21])[CH3:20]. The yield is 0.660. (8) The reactants are [O:1]1[C:5]2[CH:6]=[CH:7][C:8]([S:10]([N:13]([CH2:18][C@@H:19]([OH:43])[C@@H:20]([N:28](CC3C=CC=CC=3)CC3C=CC=CC=3)[CH2:21][C:22]3[CH:27]=[CH:26][CH:25]=[CH:24][CH:23]=3)[CH2:14][CH:15]([CH3:17])[CH3:16])(=[O:12])=[O:11])=[CH:9][C:4]=2[O:3][CH2:2]1.[CH3:44][S:45]([OH:48])(=[O:47])=[O:46].O. The catalyst is CO.[OH-].[OH-].[Pd+2]. The product is [O:1]1[C:5]2[CH:6]=[CH:7][C:8]([S:10]([N:13]([CH2:18][C@@H:19]([OH:43])[C@@H:20]([NH2:28])[CH2:21][C:22]3[CH:23]=[CH:24][CH:25]=[CH:26][CH:27]=3)[CH2:14][CH:15]([CH3:17])[CH3:16])(=[O:11])=[O:12])=[CH:9][C:4]=2[O:3][CH2:2]1.[CH3:44][S:45]([OH:48])(=[O:47])=[O:46]. The yield is 0.840.